Dataset: Full USPTO retrosynthesis dataset with 1.9M reactions from patents (1976-2016). Task: Predict the reactants needed to synthesize the given product. (1) Given the product [C:9]([O:13][C:14]([N:16]([CH3:26])[CH2:17][CH:18]([O:25][Si:5]([C:1]([CH3:4])([CH3:3])[CH3:2])([CH3:7])[CH3:6])[C:19](=[CH2:24])[C:20]([O:22][CH3:23])=[O:21])=[O:15])([CH3:11])([CH3:10])[CH3:12], predict the reactants needed to synthesize it. The reactants are: [C:1]([Si:5](Cl)([CH3:7])[CH3:6])([CH3:4])([CH3:3])[CH3:2].[C:9]([O:13][C:14]([N:16]([CH3:26])[CH2:17][CH:18]([OH:25])[C:19](=[CH2:24])[C:20]([O:22][CH3:23])=[O:21])=[O:15])([CH3:12])([CH3:11])[CH3:10].N1C=CN=C1. (2) Given the product [CH2:35]([N:32]1[C:28]2[N:29]=[N:30][CH:31]=[C:26]([C:6]3[CH:7]=[C:8]([C:9]4[CH:14]=[CH:13][C:12]([S:15]([CH2:18][CH3:19])(=[O:17])=[O:16])=[CH:11][C:10]=4[O:20][CH3:21])[C:3]([C:1]#[N:2])=[CH:4][CH:5]=3)[C:27]=2[N:34]=[CH:33]1)[CH3:36], predict the reactants needed to synthesize it. The reactants are: [C:1]([C:3]1[C:8]([C:9]2[CH:14]=[CH:13][C:12]([S:15]([CH2:18][CH3:19])(=[O:17])=[O:16])=[CH:11][C:10]=2[O:20][CH3:21])=[CH:7][C:6](B(O)O)=[CH:5][CH:4]=1)#[N:2].Cl[C:26]1[C:27]2[N:34]=[CH:33][N:32]([CH2:35][CH3:36])[C:28]=2[N:29]=[N:30][CH:31]=1.